Dataset: Peptide-MHC class II binding affinity with 134,281 pairs from IEDB. Task: Regression. Given a peptide amino acid sequence and an MHC pseudo amino acid sequence, predict their binding affinity value. This is MHC class II binding data. (1) The peptide sequence is GELELQFRRVKCKYP. The MHC is DRB5_0101 with pseudo-sequence DRB5_0101. The binding affinity (normalized) is 0.443. (2) The peptide sequence is AAAAAAAAAAA. The MHC is H-2-IAd with pseudo-sequence H-2-IAd. The binding affinity (normalized) is 0.324. (3) The peptide sequence is PCLFMRTVSHVILHG. The MHC is DRB1_1302 with pseudo-sequence DRB1_1302. The binding affinity (normalized) is 0.171. (4) The peptide sequence is PALFFTFLANLNLTE. The MHC is DRB1_0901 with pseudo-sequence DRB1_0901. The binding affinity (normalized) is 0.261. (5) The peptide sequence is VELQIVDKIDAAFKI. The MHC is DRB1_0802 with pseudo-sequence DRB1_0802. The binding affinity (normalized) is 0.502.